This data is from Reaction yield outcomes from USPTO patents with 853,638 reactions. The task is: Predict the reaction yield, written as a fraction of the theoretical maximum amount of product (1.0 means a 100% yield; for example, 0.34 means a 34% yield). (1) The reactants are [C:1]([C:5]1[CH:9]=[C:8]([NH2:10])[N:7]([C:11]2[CH:16]=[CH:15][CH:14]=[CH:13][C:12]=2[CH3:17])[N:6]=1)([CH3:4])([CH3:3])[CH3:2].Br[C:19]1[CH:28]=[CH:27][C:26]([Br:29])=[CH:25][C:20]=1[C:21]([O:23][CH3:24])=[O:22].C1C=CC(P(C2C(C3C(P(C4C=CC=CC=4)C4C=CC=CC=4)=CC=C4C=3C=CC=C4)=C3C(C=CC=C3)=CC=2)C2C=CC=CC=2)=CC=1.C([O-])([O-])=O.[Cs+].[Cs+]. The catalyst is C1C=CC(/C=C/C(/C=C/C2C=CC=CC=2)=O)=CC=1.C1C=CC(/C=C/C(/C=C/C2C=CC=CC=2)=O)=CC=1.C1C=CC(/C=C/C(/C=C/C2C=CC=CC=2)=O)=CC=1.[Pd].[Pd]. The product is [Br:29][C:26]1[CH:27]=[CH:28][C:19]([NH:10][C:8]2[N:7]([C:11]3[CH:16]=[CH:15][CH:14]=[CH:13][C:12]=3[CH3:17])[N:6]=[C:5]([C:1]([CH3:4])([CH3:3])[CH3:2])[CH:9]=2)=[C:20]([CH:25]=1)[C:21]([O:23][CH3:24])=[O:22]. The yield is 0.310. (2) The catalyst is C1COCC1.O. The product is [C:3]([O:7][C:8]([N:10]([CH3:22])[C:11]1[S:12][C:13]([C:16]([O:18][CH2:19][CH3:20])=[O:17])=[CH:14][N:15]=1)=[O:9])([CH3:6])([CH3:5])[CH3:4]. The reactants are [H-].[Na+].[C:3]([O:7][C:8]([NH:10][C:11]1[S:12][C:13]([C:16]([O:18][CH2:19][CH3:20])=[O:17])=[CH:14][N:15]=1)=[O:9])([CH3:6])([CH3:5])[CH3:4].I[CH3:22].[OH-].[Na+]. The yield is 0.450.